From a dataset of Full USPTO retrosynthesis dataset with 1.9M reactions from patents (1976-2016). Predict the reactants needed to synthesize the given product. (1) Given the product [CH2:32]([N:35]([CH:36]1[CH2:41][CH2:40][CH2:39][CH2:38][CH2:37]1)[C:19](=[O:20])[C:18]1[CH:22]=[CH:23][N:24]=[C:16]([N:13]2[CH2:14][CH2:15][N:10]([CH2:9][CH2:8][CH:7]([C:26]3[CH:27]=[CH:28][CH:29]=[CH:30][CH:31]=3)[C:1]3[CH:2]=[CH:3][CH:4]=[CH:5][CH:6]=3)[CH2:11][CH2:12]2)[C:17]=1[CH3:25])[CH:33]=[CH2:34], predict the reactants needed to synthesize it. The reactants are: [C:1]1([CH:7]([C:26]2[CH:31]=[CH:30][CH:29]=[CH:28][CH:27]=2)[CH2:8][CH2:9][N:10]2[CH2:15][CH2:14][N:13]([C:16]3[C:17]([CH3:25])=[C:18]([CH:22]=[CH:23][N:24]=3)[C:19](O)=[O:20])[CH2:12][CH2:11]2)[CH:6]=[CH:5][CH:4]=[CH:3][CH:2]=1.[CH2:32]([NH:35][CH:36]1[CH2:41][CH2:40][CH2:39][CH2:38][CH2:37]1)[CH:33]=[CH2:34]. (2) The reactants are: [Br:1][C:2]1[CH:3]=[N:4][C:5](I)=[N:6][CH:7]=1.[F:9][C:10]1[CH:11]=[C:12](B(O)O)[CH:13]=[CH:14][C:15]=1[O:16][CH3:17].C([O-])([O-])=O.[Na+].[Na+]. Given the product [Br:1][C:2]1[CH:3]=[N:4][C:5]([C:12]2[CH:13]=[CH:14][C:15]([O:16][CH3:17])=[C:10]([F:9])[CH:11]=2)=[N:6][CH:7]=1, predict the reactants needed to synthesize it. (3) Given the product [F:22][C:18]1[CH:19]=[CH:20][CH:21]=[C:16]([C:13]2[CH:14]=[CH:15][C:10]([CH2:9][NH:8][C:6](=[O:7])[C:5]3[CH:28]=[CH:29][CH:30]=[C:3]([CH2:2][NH:1][C:33](=[O:34])[C:32]([F:43])([F:42])[F:31])[CH:4]=3)=[C:11]([F:27])[CH:12]=2)[C:17]=1[C:23]([O:25][CH3:26])=[O:24], predict the reactants needed to synthesize it. The reactants are: [NH2:1][CH2:2][C:3]1[CH:4]=[C:5]([CH:28]=[CH:29][CH:30]=1)[C:6]([NH:8][CH2:9][C:10]1[CH:15]=[CH:14][C:13]([C:16]2[C:17]([C:23]([O:25][CH3:26])=[O:24])=[C:18]([F:22])[CH:19]=[CH:20][CH:21]=2)=[CH:12][C:11]=1[F:27])=[O:7].[F:31][C:32]([F:43])([F:42])[C:33](O[C:33](=[O:34])[C:32]([F:43])([F:42])[F:31])=[O:34].C(N(CC)CC)C. (4) Given the product [C:15]([C:6]1[C:7]([C:8]2[CH:13]=[CH:12][CH:11]=[C:10]([F:14])[CH:9]=2)=[C:2]([N:1]([C:30]([O:32][CH3:33])=[O:31])[C:30]([O:32][CH3:33])=[O:31])[C:3]([CH3:19])=[C:4]([Cl:18])[CH:5]=1)(=[O:17])[CH3:16], predict the reactants needed to synthesize it. The reactants are: [NH2:1][C:2]1[C:7]([C:8]2[CH:13]=[CH:12][CH:11]=[C:10]([F:14])[CH:9]=2)=[C:6]([C:15](=[O:17])[CH3:16])[CH:5]=[C:4]([Cl:18])[C:3]=1[CH3:19].C(N(CC)C(C)C)(C)C.Cl[C:30]([O:32][CH3:33])=[O:31].